The task is: Predict the reaction yield, written as a fraction of the theoretical maximum amount of product (1.0 means a 100% yield; for example, 0.34 means a 34% yield).. This data is from Reaction yield outcomes from USPTO patents with 853,638 reactions. (1) The reactants are [CH2:1]([O:3][C@@H:4]1[CH2:8][N:7]([CH:9]2[CH2:14][CH2:13][O:12][CH2:11][CH2:10]2)[CH2:6][C@H:5]1[NH2:15])[CH3:2].[F:16][C:17]([F:32])([F:31])[C:18]1[CH:19]=[C:20]([CH:28]=[CH:29][CH:30]=1)[C:21]([NH:23][CH2:24][C:25](O)=[O:26])=[O:22].CN(C(ON1N=NC2C=CC=NC1=2)=[N+](C)C)C.F[P-](F)(F)(F)(F)F.C1C=CC2N(O)N=NC=2C=1.CCN(C(C)C)C(C)C.[NH4+].[OH-]. The catalyst is C(Cl)Cl.CCOC(C)=O.CO. The product is [CH2:1]([O:3][C@@H:4]1[CH2:8][N:7]([CH:9]2[CH2:14][CH2:13][O:12][CH2:11][CH2:10]2)[CH2:6][C@H:5]1[NH:15][C:25](=[O:26])[CH2:24][NH:23][C:21](=[O:22])[C:20]1[CH:28]=[CH:29][CH:30]=[C:18]([C:17]([F:16])([F:32])[F:31])[CH:19]=1)[CH3:2]. The yield is 0.510. (2) The reactants are [O:1]=[C:2]1[NH:7][C:6]2[N:8]=[CH:9][CH:10]=[C:11]([O:12][C:13]3[CH:14]=[CH:15][C:16]4[O:20][C@@H:19]5[C@@H:21]([C:22](O)=[O:23])[C@@H:18]5[C:17]=4[CH:25]=3)[C:5]=2[CH2:4][NH:3]1.CCN(CC)CC.C1C=CC(P([N:47]=[N+:48]=[N-:49])(C2C=CC=CC=2)=O)=CC=1.O. The catalyst is O1CCOCC1. The product is [O:1]=[C:2]1[NH:7][C:6]2[N:8]=[CH:9][CH:10]=[C:11]([O:12][C:13]3[CH:14]=[CH:15][C:16]4[O:20][C@@H:19]5[C@@H:21]([C:22]([N:47]=[N+:48]=[N-:49])=[O:23])[C@@H:18]5[C:17]=4[CH:25]=3)[C:5]=2[CH2:4][NH:3]1. The yield is 0.990.